Dataset: Catalyst prediction with 721,799 reactions and 888 catalyst types from USPTO. Task: Predict which catalyst facilitates the given reaction. (1) Reactant: Cl.[CH3:2][N:3](C)[OH:4].[CH2:6](N(CC)CC)C.[C:13]([O:17][C:18]([NH:20][C@@H:21]([CH2:25][CH:26]1[CH2:31][CH2:30][CH2:29][CH2:28][CH2:27]1)[C:22]([OH:24])=O)=[O:19])([CH3:16])([CH3:15])[CH3:14].C(OC(Cl)=O)C(C)C.CN1CCOCC1.CN(C)O. Product: [CH:26]1([CH2:25][C@H:21]([NH:20][C:18](=[O:19])[O:17][C:13]([CH3:14])([CH3:15])[CH3:16])[C:22]([N:3]([O:4][CH3:6])[CH3:2])=[O:24])[CH2:31][CH2:30][CH2:29][CH2:28][CH2:27]1. The catalyst class is: 168. (2) Reactant: [OH:1][CH:2]([CH2:16][CH3:17])[CH2:3][CH2:4]OS(C1C=CC(C)=CC=1)(=O)=O.C(O)(=O)C.[CH2:22]([C:24]1[CH:25]=[CH:26][C:27]([OH:38])=[C:28]([C:30]([C:32]2[CH:37]=[CH:36][CH:35]=[CH:34][CH:33]=2)=[O:31])[CH:29]=1)[CH3:23].C(=O)([O-])[O-].[Cs+].[Cs+]. Product: [CH2:22]([C:24]1[CH:25]=[CH:26][C:27]([O:38][CH2:4][CH2:3][CH:2]([OH:1])[CH2:16][CH3:17])=[C:28]([C:30]([C:32]2[CH:37]=[CH:36][CH:35]=[CH:34][CH:33]=2)=[O:31])[CH:29]=1)[CH3:23]. The catalyst class is: 369. (3) Reactant: [OH:1][CH:2]([C:21]1[CH:26]=[CH:25][CH:24]=[CH:23][CH:22]=1)[CH:3]([NH:8][C:9]([C:11]1[C:12]([C:17]([F:20])([F:19])[F:18])=[N:13][N:14]([CH3:16])[CH:15]=1)=[O:10])[C:4](=[O:7])NC.C(Cl)(=[O:32])C(C)(C)C.Cl. Product: [OH:1][CH:2]([C:21]1[CH:22]=[CH:23][CH:24]=[CH:25][CH:26]=1)[CH:3]([NH:8][C:9]([C:11]1[C:12]([C:17]([F:18])([F:19])[F:20])=[N:13][N:14]([CH3:16])[CH:15]=1)=[O:10])[C:4]([OH:32])=[O:7]. The catalyst class is: 537. (4) Reactant: [F:1][C:2]1[CH:3]=[C:4]([C:40]([CH3:44])([CH3:43])[C:41]#[N:42])[CH:5]=[C:6]2[C:11]=1[C:10](=[O:12])[N:9]([C:13]1[C:18]([CH:19]=[O:20])=[C:17]([C:21]3[CH:26]=[C:25]([NH:27][C:28]4[CH:37]=[C:31]5[CH2:32][N:33]([CH3:36])[CH2:34][CH2:35][N:30]5[N:29]=4)[C:24](=[O:38])[N:23]([CH3:39])[N:22]=3)[CH:16]=[CH:15][N:14]=1)[CH:8]=[CH:7]2.C(Cl)Cl.[BH4-].[Na+]. The catalyst class is: 5. Product: [F:1][C:2]1[CH:3]=[C:4]([C:40]([CH3:44])([CH3:43])[C:41]#[N:42])[CH:5]=[C:6]2[C:11]=1[C:10](=[O:12])[N:9]([C:13]1[C:18]([CH2:19][OH:20])=[C:17]([C:21]3[CH:26]=[C:25]([NH:27][C:28]4[CH:37]=[C:31]5[CH2:32][N:33]([CH3:36])[CH2:34][CH2:35][N:30]5[N:29]=4)[C:24](=[O:38])[N:23]([CH3:39])[N:22]=3)[CH:16]=[CH:15][N:14]=1)[CH:8]=[CH:7]2. (5) Reactant: [O:1]=[C:2]1[C:11]2[C:6](=[CH:7][CH:8]=[CH:9][CH:10]=2)[C:5]([C:12]([OH:14])=O)=[CH:4][NH:3]1.[CH:15]1([NH2:18])[CH2:17][CH2:16]1.ON1C2C=CC=CC=2N=N1.Cl.CN(C)CCCN=C=NCC. Product: [CH:15]1([NH:18][C:12]([CH:5]2[C:6]3[C:11](=[CH:10][CH:9]=[CH:8][CH:7]=3)[C:2](=[O:1])[NH:3][CH2:4]2)=[O:14])[CH2:17][CH2:16]1. The catalyst class is: 115. (6) Reactant: [Cl:1][C:2]1[CH:7]=[C:6]([Cl:8])[CH:5]=[C:4]([CH3:9])[C:3]=1[S:10](Cl)(=[O:12])=[O:11].S([O-])([O-])=O.[Na+].[Na+].C(=O)(O)[O-].[Na+].I[CH2:26][CH3:27]. The catalyst class is: 6. Product: [Cl:1][C:2]1[CH:7]=[C:6]([Cl:8])[CH:5]=[C:4]([CH3:9])[C:3]=1[S:10]([CH2:26][CH3:27])(=[O:12])=[O:11]. (7) Reactant: [F:1][CH:2]([F:13])[O:3][C:4]1[CH:5]=[CH:6][C:7]([C:10](O)=[O:11])=[N:8][CH:9]=1.C(Cl)(=O)C([Cl:17])=O. Product: [F:1][CH:2]([F:13])[O:3][C:4]1[CH:5]=[CH:6][C:7]([C:10]([Cl:17])=[O:11])=[N:8][CH:9]=1. The catalyst class is: 120. (8) Reactant: [Cl:1][C:2]1[C:3]2[CH2:33][NH:32][C:31](=[O:34])[C:4]=2[C:5]([NH:23][C:24]2[CH:25]=[C:26]([CH3:30])[CH:27]=[CH:28][CH:29]=2)=[N:6][C:7]=1[NH:8][C@@H:9]1[CH2:14][CH2:13][CH2:12][CH2:11][C@@H:10]1[NH:15]C(=O)OC(C)(C)C.[F:35][C:36]([F:41])([F:40])[C:37]([OH:39])=[O:38]. Product: [C:37]([OH:39])([C:36]([F:41])([F:40])[F:35])=[O:38].[NH2:15][C@H:10]1[CH2:11][CH2:12][CH2:13][CH2:14][C@H:9]1[NH:8][C:7]1[N:6]=[C:5]([NH:23][C:24]2[CH:25]=[C:26]([CH3:30])[CH:27]=[CH:28][CH:29]=2)[C:4]2[C:31](=[O:34])[NH:32][CH2:33][C:3]=2[C:2]=1[Cl:1]. The catalyst class is: 2. (9) Reactant: [OH:1][C:2]1[CH:12]=[CH:11][C:5]([CH:6]([OH:10])[C:7]([OH:9])=[O:8])=[CH:4][CH:3]=1.CO[C:15](OC)([CH3:17])[CH3:16].B(F)(F)F.CCOCC.C(N(CC)CC)C. Product: [OH:1][C:2]1[CH:12]=[CH:11][C:5]([CH:6]2[O:10][C:15]([CH3:17])([CH3:16])[O:8][C:7]2=[O:9])=[CH:4][CH:3]=1. The catalyst class is: 21. (10) Product: [CH3:29][O:30][C:31](=[O:41])[C:32]1[CH:37]=[C:36]([CH3:38])[CH:35]=[C:34]([NH:39][C:22]([C:17]2[C:18]([F:21])=[C:19]([F:20])[C:14]([C:11]3[CH:10]=[CH:9][C:8]([C:7]([CH3:28])([CH3:27])[O:6][SiH2:5][C:1]([CH3:3])([CH3:2])[CH3:4])=[CH:13][CH:12]=3)=[C:15]([F:26])[C:16]=2[F:25])=[O:24])[C:33]=1[NH2:40]. The catalyst class is: 3. Reactant: [C:1]([SiH2:5][O:6][C:7]([CH3:28])([CH3:27])[C:8]1[CH:13]=[CH:12][C:11]([C:14]2[C:19]([F:20])=[C:18]([F:21])[C:17]([C:22]([OH:24])=O)=[C:16]([F:25])[C:15]=2[F:26])=[CH:10][CH:9]=1)([CH3:4])([CH3:3])[CH3:2].[CH3:29][O:30][C:31](=[O:41])[C:32]1[CH:37]=[C:36]([CH3:38])[CH:35]=[C:34]([NH2:39])[C:33]=1[NH2:40].CN(C(ON1N=NC2C=CC=NC1=2)=[N+](C)C)C.F[P-](F)(F)(F)(F)F.C(N(CC)C(C)C)(C)C.